From a dataset of Forward reaction prediction with 1.9M reactions from USPTO patents (1976-2016). Predict the product of the given reaction. (1) Given the reactants [F:1][C:2]1[CH:33]=[CH:32][C:31]([F:34])=[CH:30][C:3]=1[O:4][C:5]1[N:17]=[C:16]([C:18]2[CH:23]=[C:22]([F:24])[CH:21]=[C:20]([F:25])[CH:19]=2)[CH:15]=[C:14]([C:26]([F:29])([F:28])[F:27])[C:6]=1[C:7]([O:9]C(C)(C)C)=[O:8], predict the reaction product. The product is: [F:1][C:2]1[CH:33]=[CH:32][C:31]([F:34])=[CH:30][C:3]=1[O:4][C:5]1[N:17]=[C:16]([C:18]2[CH:23]=[C:22]([F:24])[CH:21]=[C:20]([F:25])[CH:19]=2)[CH:15]=[C:14]([C:26]([F:27])([F:28])[F:29])[C:6]=1[C:7]([OH:9])=[O:8]. (2) Given the reactants [Cl:1][C:2]1[C:11]2[CH2:10][CH2:9][CH:8]([CH2:12][OH:13])[CH2:7][C:6]=2[N:5]=[CH:4][N:3]=1.[C:14](=O)([O-])[O-].[K+].[K+], predict the reaction product. The product is: [Cl:1][C:2]1[C:11]2[CH2:10][CH2:9][CH:8]([CH2:12][O:13][CH3:14])[CH2:7][C:6]=2[N:5]=[CH:4][N:3]=1.